From a dataset of Full USPTO retrosynthesis dataset with 1.9M reactions from patents (1976-2016). Predict the reactants needed to synthesize the given product. (1) Given the product [C:1]([N:8]1[CH2:12][C@H:11]([O:13][CH3:14])[CH2:10][C@H:9]1[CH2:15][OH:16])([O:3][C:4]([CH3:7])([CH3:6])[CH3:5])=[O:2], predict the reactants needed to synthesize it. The reactants are: [C:1]([N:8]1[CH2:12][C@H:11]([O:13][CH3:14])[CH2:10][C@H:9]1[C:15](O)=[O:16])([O:3][C:4]([CH3:7])([CH3:6])[CH3:5])=[O:2].O. (2) Given the product [O:5]=[C:4]([CH:6]1[C:11]([CH3:12])([CH3:13])[CH2:10][CH:9]=[CH:8][CH:7]1[CH3:14])[CH2:3][CH:2]([S:26][CH2:27][C:28]([O:30][CH2:31][CH2:32][O:33][CH3:34])=[O:29])[CH3:1], predict the reactants needed to synthesize it. The reactants are: [CH3:1]/[CH:2]=[CH:3]/[C:4]([CH:6]1[C:11]([CH3:13])([CH3:12])[CH2:10][CH:9]=[CH:8][CH:7]1[CH3:14])=[O:5].C1CCN2C(=NCCC2)CC1.[SH:26][CH2:27][C:28]([O:30][CH2:31][CH2:32][O:33][CH3:34])=[O:29]. (3) The reactants are: [N:1]1[CH:6]=[CH:5][C:4]([CH2:7][C:8]([C:10]2[CH:15]=[CH:14][C:13]([O:16][CH2:17][C:18]3[CH:27]=[CH:26][C:25]4[C:20](=[CH:21][CH:22]=[CH:23][CH:24]=4)[N:19]=3)=[CH:12][CH:11]=2)=O)=[CH:3][CH:2]=1.Cl.[NH2:29][OH:30].[C:31](O)(=O)C.C(=O)(O)[O-].[Na+]. Given the product [N:1]1[CH:6]=[CH:5][C:4]([C:7]2[CH:31]=[N:29][O:30][C:8]=2[C:10]2[CH:15]=[CH:14][C:13]([O:16][CH2:17][C:18]3[CH:27]=[CH:26][C:25]4[C:20](=[CH:21][CH:22]=[CH:23][CH:24]=4)[N:19]=3)=[CH:12][CH:11]=2)=[CH:3][CH:2]=1, predict the reactants needed to synthesize it. (4) The reactants are: [OH:1][C:2]([CH3:16])([CH3:15])[CH2:3][N:4]1[C:8]([CH3:9])=[C:7]([CH2:10][C:11]([OH:13])=O)[C:6]([CH3:14])=[N:5]1.CCN=C=NCCCN(C)C.Cl.ON1C2C=CC=CC=2N=N1.C(N1CCOCC1)C.[Cl:47][C:48]1[CH:53]=[C:52]([F:54])[CH:51]=[CH:50][C:49]=1[CH2:55][NH2:56]. Given the product [Cl:47][C:48]1[CH:53]=[C:52]([F:54])[CH:51]=[CH:50][C:49]=1[CH2:55][NH:56][C:11](=[O:13])[CH2:10][C:7]1[C:6]([CH3:14])=[N:5][N:4]([CH2:3][C:2]([OH:1])([CH3:16])[CH3:15])[C:8]=1[CH3:9], predict the reactants needed to synthesize it.